Dataset: Reaction yield outcomes from USPTO patents with 853,638 reactions. Task: Predict the reaction yield, written as a fraction of the theoretical maximum amount of product (1.0 means a 100% yield; for example, 0.34 means a 34% yield). (1) The reactants are [C:1]([O:4][C@H:5]([CH3:18])[C@H:6]([NH:10][C:11]([O:13][C:14]([CH3:17])([CH3:16])[CH3:15])=[O:12])[C:7]([OH:9])=O)(=[O:3])[CH3:2].CN1CCOCC1.[C:26]([O:29][C@H:30]([CH3:58])[C@H:31]([NH:36][C:37]([C:39]1([CH2:51][C:52]2[CH:57]=[CH:56][CH:55]=[CH:54][CH:53]=2)[CH2:43][CH2:42][CH2:41][N:40]1[C:44]([C@@H:46]1[CH2:50][CH2:49][CH2:48][NH:47]1)=[O:45])=[O:38])[C:32]([O:34][CH3:35])=[O:33])(=[O:28])[CH3:27]. The catalyst is C(Cl)Cl.CN(C=O)C. The product is [CH3:35][O:34][C:32](=[O:33])[C@@H:31]([NH:36][C:37]([C:39]1([CH2:51][C:52]2[CH:53]=[CH:54][CH:55]=[CH:56][CH:57]=2)[CH2:43][CH2:42][CH2:41][N:40]1[C:44]([C@@H:46]1[CH2:50][CH2:49][CH2:48][N:47]1[C:7](=[O:9])[C@@H:6]([NH:10][C:11]([O:13][C:14]([CH3:17])([CH3:16])[CH3:15])=[O:12])[C@H:5]([O:4][C:1](=[O:3])[CH3:2])[CH3:18])=[O:45])=[O:38])[C@H:30]([O:29][C:26](=[O:28])[CH3:27])[CH3:58]. The yield is 0.200. (2) The reactants are [F:1][C:2]([F:14])([C:7]1[CH:12]=[CH:11][CH:10]=[C:9]([OH:13])[CH:8]=1)[C:3]([O:5][CH3:6])=[O:4].Cl[CH2:16][CH2:17][N:18]1[CH2:23][CH2:22][CH2:21][CH2:20][CH2:19]1.[C:24](=O)([O-])[O-].[K+].[K+]. The catalyst is CC(C)=O. The product is [F:1][C:2]([F:14])([C:7]1[CH:12]=[CH:11][CH:10]=[C:9]([O:13][CH2:16][CH2:17][N:18]2[CH2:23][CH2:22][CH2:21][CH2:20][CH2:19]2)[CH:8]=1)[C:3]([O:5][CH2:6][CH3:24])=[O:4]. The yield is 0.930.